From a dataset of Catalyst prediction with 721,799 reactions and 888 catalyst types from USPTO. Predict which catalyst facilitates the given reaction. (1) Reactant: CC([N:5]([C@H:9]1[C:18]2[C:13](=[CH:14][CH:15]=[C:16](Br)[CH:17]=2)[N:12]([C:20](=[O:22])[CH3:21])[C@@H:11]([CH3:23])[CH2:10]1)[C:6](=[O:8])[O-:7])(C)C.[CH3:24][N:25]([CH2:36][C:37]1[CH:42]=[CH:41][C:40](B2OC(C)(C)C(C)(C)O2)=[CH:39][CH:38]=1)[C:26](=[O:35])[O:27][CH2:28][C:29]1[CH:34]=[CH:33][CH:32]=[CH:31][CH:30]=1.C(=O)([O-])[O-].[K+].[K+].C(O)C.[C:61]1([CH3:67])[CH:66]=CC=C[CH:62]=1. Product: [C:29]1([CH2:28][O:27][C:26](=[O:35])[N:25]([CH2:36][C:37]2[CH:42]=[CH:41][C:40]([C:16]3[CH:17]=[C:18]4[C:13](=[CH:14][CH:15]=3)[N:12]([C:20](=[O:22])[CH3:21])[C@@H:11]([CH3:23])[CH2:10][C@H:9]4[NH:5][C:6]([O:7][C:61]([CH3:67])([CH3:66])[CH3:62])=[O:8])=[CH:39][CH:38]=2)[CH3:24])[CH:30]=[CH:31][CH:32]=[CH:33][CH:34]=1. The catalyst class is: 73. (2) Reactant: [Cl:1][C:2]1[C:6]2[CH:7]=[CH:8][CH:9]=[CH:10][C:5]=2[O:4][C:3]=1[CH2:11][NH:12][CH3:13].[CH3:14][C:15]1([CH3:31])[O:20][C:19]2[CH:21]=[C:22]([CH:25]=[CH:26][C:27]([OH:29])=O)[CH:23]=[N:24][C:18]=2[NH:17][C:16]1=[O:30].ON1C2C=CC=CC=2N=N1.C(N(C(C)C)CC)(C)C.CN(C)CCCN=C=NCC. Product: [Cl:1][C:2]1[C:6]2[CH:7]=[CH:8][CH:9]=[CH:10][C:5]=2[O:4][C:3]=1[CH2:11][N:12]([CH3:13])[C:27](=[O:29])/[CH:26]=[CH:25]/[C:22]1[CH:23]=[N:24][C:18]2[NH:17][C:16](=[O:30])[C:15]([CH3:14])([CH3:31])[O:20][C:19]=2[CH:21]=1. The catalyst class is: 18. (3) Reactant: [NH2:1][C:2]1[CH:7]=[CH:6][C:5]([NH:8][C:9]([NH:11][C:12]2[CH:17]=[CH:16][CH:15]=[CH:14][CH:13]=2)=[O:10])=[CH:4][CH:3]=1.N1C=CC=CC=1.[C:24]1([S:30](Cl)(=[O:32])=[O:31])[CH:29]=[CH:28][CH:27]=[CH:26][CH:25]=1. Product: [C:12]1([NH:11][C:9](=[O:10])[NH:8][C:5]2[CH:4]=[CH:3][C:2]([NH:1][S:30]([C:24]3[CH:29]=[CH:28][CH:27]=[CH:26][CH:25]=3)(=[O:32])=[O:31])=[CH:7][CH:6]=2)[CH:13]=[CH:14][CH:15]=[CH:16][CH:17]=1. The catalyst class is: 13.